This data is from Full USPTO retrosynthesis dataset with 1.9M reactions from patents (1976-2016). The task is: Predict the reactants needed to synthesize the given product. (1) Given the product [C:1]([O:5][C@@H:6]([C:12]1[C:13]([CH3:34])=[N:14][C:15]2[N:16]([N:26]=[C:27]([C:29]([OH:31])=[O:30])[CH:28]=2)[C:17]=1[N:18]1[CH2:23][CH2:22][C:21]([CH3:25])([CH3:24])[CH2:20][CH2:19]1)[C:7]([O:9][CH2:10][CH3:11])=[O:8])([CH3:2])([CH3:3])[CH3:4], predict the reactants needed to synthesize it. The reactants are: [C:1]([O:5][C@@H:6]([C:12]1[C:13]([CH3:34])=[N:14][C:15]2[N:16]([N:26]=[C:27]([C:29]([O:31]CC)=[O:30])[CH:28]=2)[C:17]=1[N:18]1[CH2:23][CH2:22][C:21]([CH3:25])([CH3:24])[CH2:20][CH2:19]1)[C:7]([O:9][CH2:10][CH3:11])=[O:8])([CH3:4])([CH3:3])[CH3:2].[OH-].[Na+]. (2) Given the product [Br:8][C:9]1[CH:10]=[CH:11][C:12]([Cl:27])=[C:13]([CH2:15][C:17]2[CH:22]=[CH:21][C:20]([CH2:23][CH2:24][CH2:25][Br:26])=[CH:19][CH:18]=2)[CH:14]=1, predict the reactants needed to synthesize it. The reactants are: [SiH](CC)(CC)CC.[Br:8][C:9]1[CH:10]=[CH:11][C:12]([Cl:27])=[C:13]([C:15]([C:17]2[CH:22]=[CH:21][C:20]([CH2:23][CH2:24][CH2:25][Br:26])=[CH:19][CH:18]=2)=O)[CH:14]=1.C(S(O)(=O)=O)(F)(F)F. (3) Given the product [OH:36][C:14]1[C:15]([C:27]([CH3:35])([C:29]2[CH:34]=[CH:33][CH:32]=[CH:31][CH:30]=2)[CH3:28])=[CH:16][C:17]([C:19]([CH3:26])([CH3:25])[CH2:20][C:21]([CH3:22])([CH3:23])[CH3:24])=[CH:18][C:13]=1[N:12]1[N:38]=[C:2]2[CH:10]=[CH:9][C:5]([C:6]([OH:8])=[O:7])=[CH:4][C:3]2=[N:11]1, predict the reactants needed to synthesize it. The reactants are: Cl[C:2]1[CH:10]=[CH:9][C:5]([C:6]([OH:8])=[O:7])=[CH:4][C:3]=1[N:11]=[N:12][C:13]1[CH:18]=[C:17]([C:19]([CH3:26])([CH3:25])[CH2:20][C:21]([CH3:24])([CH3:23])[CH3:22])[CH:16]=[C:15]([C:27]([CH3:35])([C:29]2[CH:34]=[CH:33][CH:32]=[CH:31][CH:30]=2)[CH3:28])[C:14]=1[OH:36].C[N:38](C)C=O.[N-]=[N+]=[N-].[Na+].C(O)(=O)C. (4) Given the product [NH2:11][C:14]1[CH:26]=[CH:25][C:17]2[N:18]3[CH2:24][CH2:23][CH2:22][C@@H:19]3[CH2:20][O:21][C:16]=2[CH:15]=1, predict the reactants needed to synthesize it. The reactants are: O1C2C=CC=CC=2N=CC1.[N+:11]([C:14]1[CH:26]=[CH:25][C:17]2[N:18]3[CH2:24][CH2:23][CH2:22][C@@H:19]3[CH2:20][O:21][C:16]=2[CH:15]=1)([O-])=O. (5) Given the product [Br:8][C:9]1[N:14]2[CH:15]=[N:16][CH:17]=[C:13]2[C:12]([O:18][CH2:19][C@@H:20]2[CH2:25][CH2:24][CH2:23][NH:22][CH2:21]2)=[N:11][C:10]=1[Cl:33], predict the reactants needed to synthesize it. The reactants are: Cl.O1CCOCC1.[Br:8][C:9]1[N:14]2[CH:15]=[N:16][CH:17]=[C:13]2[C:12]([O:18][CH2:19][C@@H:20]2[CH2:25][CH2:24][CH2:23][N:22](C(OC(C)(C)C)=O)[CH2:21]2)=[N:11][C:10]=1[Cl:33].